Dataset: Full USPTO retrosynthesis dataset with 1.9M reactions from patents (1976-2016). Task: Predict the reactants needed to synthesize the given product. (1) Given the product [C:19]([N:15]1[C:12]2([CH2:14][CH2:13]2)[CH2:11][N:10]([C:4]2[C:5]3[CH:9]=[CH:8][N:7]([C:23]([O:24][C:25]([CH3:35])([CH3:34])[CH3:26])=[O:36])[C:6]=3[N:1]=[CH:2][N:3]=2)[CH2:18][CH2:17][CH2:16]1)(=[O:22])[CH:20]=[CH2:21], predict the reactants needed to synthesize it. The reactants are: [N:1]1[C:6]2[NH:7][CH:8]=[CH:9][C:5]=2[C:4]([N:10]2[CH2:18][CH2:17][CH2:16][N:15]([C:19](=[O:22])[CH:20]=[CH2:21])[C:12]3([CH2:14][CH2:13]3)[CH2:11]2)=[N:3][CH:2]=1.[C:23](=O)([O-:36])[O:24][C:25]([CH3:35])([CH3:34])[CH2:26]C(OC(C)(C)C)=O. (2) Given the product [S:1]1[CH:2]=[C:3]([CH2:16][C:15]([OH:13])=[O:17])[C:4]2[CH:9]=[CH:8][CH:7]=[CH:6][C:5]1=2, predict the reactants needed to synthesize it. The reactants are: [S:1]1[C:5]2[CH:6]=[CH:7][CH:8]=[CH:9][C:4]=2[CH:3]=[C:2]1CC#N.[OH-:13].[Na+].[CH2:15]([OH:17])[CH3:16].O. (3) The reactants are: [CH:1]([O:4][C:5]([N:7]1[C:16]2[C:11](=[CH:12][C:13]([C:17]([F:20])([F:19])[F:18])=[CH:14][CH:15]=2)[C@H:10]([N:21]([CH2:26][C:27]2[CH:32]=[C:31]([C:33]([F:36])([F:35])[F:34])[CH:30]=[C:29]([C:37]([F:40])([F:39])[F:38])[CH:28]=2)[C:22]([O:24][CH3:25])=[O:23])[CH2:9][C@@H:8]1[CH:41]1[CH2:43][CH:42]1[C:44](OCC)=[O:45])=[O:6])([CH3:3])[CH3:2].[BH4-].[Na+]. Given the product [CH:1]([O:4][C:5]([N:7]1[C:16]2[C:11](=[CH:12][C:13]([C:17]([F:20])([F:19])[F:18])=[CH:14][CH:15]=2)[C@H:10]([N:21]([CH2:26][C:27]2[CH:28]=[C:29]([C:37]([F:38])([F:39])[F:40])[CH:30]=[C:31]([C:33]([F:36])([F:34])[F:35])[CH:32]=2)[C:22]([O:24][CH3:25])=[O:23])[CH2:9][C@@H:8]1[CH:41]1[CH2:43][CH:42]1[CH2:44][OH:45])=[O:6])([CH3:2])[CH3:3], predict the reactants needed to synthesize it.